Dataset: TCR-epitope binding with 47,182 pairs between 192 epitopes and 23,139 TCRs. Task: Binary Classification. Given a T-cell receptor sequence (or CDR3 region) and an epitope sequence, predict whether binding occurs between them. (1) The epitope is RAKFKQLL. The TCR CDR3 sequence is CASSFSRARRETQYF. Result: 1 (the TCR binds to the epitope). (2) Result: 1 (the TCR binds to the epitope). The epitope is RQLLFVVEV. The TCR CDR3 sequence is CASSIRRDTQYF. (3) The TCR CDR3 sequence is CASSQEIGQGAFETQYF. The epitope is KLPDDFTGCV. Result: 1 (the TCR binds to the epitope). (4) Result: 1 (the TCR binds to the epitope). The epitope is LLMPILTLT. The TCR CDR3 sequence is CASSQVQGNQPQHF. (5) The epitope is FVDGVPFVV. The TCR CDR3 sequence is CASSYFGTFAGYNEQFF. Result: 1 (the TCR binds to the epitope). (6) The epitope is FVDGVPFVV. The TCR CDR3 sequence is CASSQVGDTQYF. Result: 1 (the TCR binds to the epitope). (7) The epitope is GLNKIVRMY. The TCR CDR3 sequence is CASRGTGESPLHF. Result: 0 (the TCR does not bind to the epitope). (8) The epitope is AVFDRKSDAK. The TCR CDR3 sequence is CASSGVGRQTYEQYF. Result: 1 (the TCR binds to the epitope). (9) The epitope is TTLPVNVAF. The TCR CDR3 sequence is CASSHTLTGSYEQYF. Result: 0 (the TCR does not bind to the epitope). (10) The epitope is IPRRNVATL. The TCR CDR3 sequence is CASSYDRGYTGELFF. Result: 1 (the TCR binds to the epitope).